Dataset: Full USPTO retrosynthesis dataset with 1.9M reactions from patents (1976-2016). Task: Predict the reactants needed to synthesize the given product. Given the product [CH3:30][O:31][C:32]1[CH:33]=[C:34]([NH:40][C:41]2[N:46]=[C:45]([N:47]3[CH:51]=[CH:50][C:49]([C:52]([F:54])([F:53])[F:55])=[N:48]3)[C:44]([C:56]3[CH:57]=[C:58]([C:62]([NH:29][CH2:28][CH2:26][OH:27])=[O:63])[CH:59]=[N:60][CH:61]=3)=[CH:43][N:42]=2)[CH:35]=[C:36]([O:38][CH3:39])[CH:37]=1, predict the reactants needed to synthesize it. The reactants are: C(P1(=O)OP(CCC)(=O)OP(CCC)(=O)O1)CC.CCN(CC)CC.[CH2:26]([CH2:28][NH2:29])[OH:27].[CH3:30][O:31][C:32]1[CH:33]=[C:34]([NH:40][C:41]2[N:46]=[C:45]([N:47]3[CH:51]=[CH:50][C:49]([C:52]([F:55])([F:54])[F:53])=[N:48]3)[C:44]([C:56]3[CH:57]=[C:58]([C:62](O)=[O:63])[CH:59]=[N:60][CH:61]=3)=[CH:43][N:42]=2)[CH:35]=[C:36]([O:38][CH3:39])[CH:37]=1.